From a dataset of Reaction yield outcomes from USPTO patents with 853,638 reactions. Predict the reaction yield, written as a fraction of the theoretical maximum amount of product (1.0 means a 100% yield; for example, 0.34 means a 34% yield). The reactants are [N+:1]([C:4]1[CH:9]=[CH:8][C:7]([S:10]([O:13][C:14]2[CH:19]=[CH:18][C:17]([CH3:20])=[CH:16][CH:15]=2)(=[O:12])=[O:11])=[CH:6][CH:5]=1)([O-])=O.[NH4+].[Cl-]. The product is [NH2:1][C:4]1[CH:9]=[CH:8][C:7]([S:10]([O:13][C:14]2[CH:19]=[CH:18][C:17]([CH3:20])=[CH:16][CH:15]=2)(=[O:12])=[O:11])=[CH:6][CH:5]=1. The catalyst is CCO.O.[Fe]. The yield is 0.610.